Task: Predict the reactants needed to synthesize the given product.. Dataset: Full USPTO retrosynthesis dataset with 1.9M reactions from patents (1976-2016) (1) The reactants are: C([O:3][C:4](=O)[CH:5]=[C:6]([C:13]1[CH:14]=[C:15]2[C:19](=[CH:20][CH:21]=1)[NH:18][N:17]=[C:16]2[CH3:22])[C:7]1[CH:12]=[CH:11][CH:10]=[CH:9][CH:8]=1)C.C(OC(=O)C=C(C1C=CC=C2C=1C(C#N)=[CH:39][NH:40]2)C1C=CC=CC=1)C. Given the product [CH3:22][C:16]1[C:15]2[C:19](=[CH:20][CH:21]=[C:13]([C:6]([C:7]3[CH:12]=[CH:11][CH:10]=[CH:9][CH:8]=3)=[CH:5][C:4]([NH:40][CH3:39])=[O:3])[CH:14]=2)[NH:18][N:17]=1, predict the reactants needed to synthesize it. (2) Given the product [C:42]([NH:1][CH2:2][CH2:3][CH2:4][CH2:5][CH2:6][C:7]([O:9][CH3:10])=[O:8])(=[O:49])[C:43]1[CH:48]=[CH:47][CH:46]=[CH:45][CH:44]=1, predict the reactants needed to synthesize it. The reactants are: [NH2:1][CH2:2][CH2:3][CH2:4][CH2:5][CH2:6][C:7]([O:9][CH3:10])=[O:8].Cl.CN(C)CCCN=C=NCC.OC1C2N=NNC=2C=CC=1.C(N(C(C)C)CC)(C)C.[C:42](O)(=[O:49])[C:43]1[CH:48]=[CH:47][CH:46]=[CH:45][CH:44]=1.